Dataset: Forward reaction prediction with 1.9M reactions from USPTO patents (1976-2016). Task: Predict the product of the given reaction. (1) The product is: [Cl:25][C:26]1[CH:27]=[C:28]([NH:33][C:34]2[C:43]3[C:38](=[CH:39][C:40]([O:45][C@H:46]4[CH2:50][CH2:49][O:48][CH2:47]4)=[C:41]([NH:44][C:22](=[O:24])[CH2:21][P:16](=[O:17])([O:15][CH2:13][CH3:14])[O:18][CH2:19][CH3:20])[CH:42]=3)[N:37]=[CH:36][N:35]=2)[CH:29]=[CH:30][C:31]=1[F:32]. Given the reactants C(N1C=CN=C1)(N1C=CN=C1)=O.[CH2:13]([O:15][P:16]([CH2:21][C:22]([OH:24])=O)([O:18][CH2:19][CH3:20])=[O:17])[CH3:14].[Cl:25][C:26]1[CH:27]=[C:28]([NH:33][C:34]2[C:43]3[C:38](=[CH:39][C:40]([O:45][C@H:46]4[CH2:50][CH2:49][O:48][CH2:47]4)=[C:41]([NH2:44])[CH:42]=3)[N:37]=[CH:36][N:35]=2)[CH:29]=[CH:30][C:31]=1[F:32].CC(OC)(C)C, predict the reaction product. (2) Given the reactants [F:1][C:2]1([F:29])[C:10]2[C:5](=[CH:6][CH:7]=[CH:8][C:9]=2[C@@H:11]([O:16][C@]23CCC[C@@]2(CC=C)CCO3)[C:12]([F:15])([F:14])[F:13])[NH:4][C:3]1=[O:28].FC1(F)C2C(=CC=CC=2[C@H](O[C@]23CCC[C@@]2(CC=C)CCO3)C(F)(F)F)NC1=O, predict the reaction product. The product is: [F:29][C:2]1([F:1])[C:10]2[C:5](=[CH:6][CH:7]=[CH:8][C:9]=2[C@H:11]([OH:16])[C:12]([F:15])([F:14])[F:13])[NH:4][C:3]1=[O:28]. (3) Given the reactants C(O[C:4]([C:6]1[C:7]2[N:8]=[CH:9][CH:10]=[N:11][C:12]=2[C:13]([C:16]2[C:21]([F:22])=[C:20]([O:23][CH3:24])[CH:19]=[C:18]([O:25][CH3:26])[C:17]=2[F:27])=[CH:14][CH:15]=1)=[O:5])C.CO.C1COCC1.CO.[CH3:37][N:38]([CH3:48])[CH2:39][C:40]1[N:41]=[C:42]([N+:45]([O-])=O)[NH:43][CH:44]=1, predict the reaction product. The product is: [CH3:37][N:38]([CH2:39][C:40]1[N:41]=[C:42]([NH:45][C:4]([C:6]2[C:7]3[N:8]=[CH:9][CH:10]=[N:11][C:12]=3[C:13]([C:16]3[C:17]([F:27])=[C:18]([O:25][CH3:26])[CH:19]=[C:20]([O:23][CH3:24])[C:21]=3[F:22])=[CH:14][CH:15]=2)=[O:5])[NH:43][CH:44]=1)[CH3:48]. (4) Given the reactants S([O-])([O-])(=O)=O.[Mg+2].[CH:7]([C:9]1[S:13][C:12]([C:14]2[S:18][C:17]([NH:19][C:20](=[O:22])[CH3:21])=[N:16][C:15]=2[CH3:23])=[CH:11][CH:10]=1)=O.[CH2:24]([NH2:27])[CH:25]=[CH2:26].C(O)(=O)C, predict the reaction product. The product is: [CH2:24](/[N:27]=[CH:7]/[C:9]1[S:13][C:12]([C:14]2[S:18][C:17]([NH:19][C:20](=[O:22])[CH3:21])=[N:16][C:15]=2[CH3:23])=[CH:11][CH:10]=1)[CH:25]=[CH2:26]. (5) Given the reactants [CH2:1]([S:8]([CH2:11][C:12](O)=O)(=[O:10])=[O:9])[C:2]1[CH:7]=[CH:6][CH:5]=[CH:4][CH:3]=1.[Cl:15][C:16]1[CH:23]=[CH:22][C:19](C=O)=[CH:18][CH:17]=1, predict the reaction product. The product is: [CH2:1]([S:8](/[CH:11]=[CH:12]/[C:19]1[CH:22]=[CH:23][C:16]([Cl:15])=[CH:17][CH:18]=1)(=[O:10])=[O:9])[C:2]1[CH:7]=[CH:6][CH:5]=[CH:4][CH:3]=1. (6) Given the reactants BrC1C2SC(C3C=NN(C)C=3)=NC=2C(Cl)=CN=1.[OH-:18].[Na+].OO.[Cl:22][C:23]1[C:24]2[N:33]=[C:32]([C:34]3[CH:35]=[N:36][N:37]([CH3:39])[CH:38]=3)[S:31][C:25]=2[C:26]([C:29]#[N:30])=[N:27][CH:28]=1, predict the reaction product. The product is: [Cl:22][C:23]1[C:24]2[N:33]=[C:32]([C:34]3[CH:35]=[N:36][N:37]([CH3:39])[CH:38]=3)[S:31][C:25]=2[C:26]([C:29]([NH2:30])=[O:18])=[N:27][CH:28]=1. (7) Given the reactants Cl[C:2]1[C:7]([CH3:8])=[C:6]([Cl:9])[N:5]=[CH:4][C:3]=1[C:10]([N:12]1[CH2:17][CH2:16][CH:15]([C:18]2[CH:23]=[CH:22][C:21]([F:24])=[CH:20][CH:19]=2)[CH2:14][CH2:13]1)=[O:11].[Cl:25][C:26]1[CH:32]=[CH:31][C:30]([F:33])=[CH:29][C:27]=1[NH2:28], predict the reaction product. The product is: [Cl:9][C:6]1[N:5]=[CH:4][C:3]([C:10]([N:12]2[CH2:13][CH2:14][CH:15]([C:18]3[CH:19]=[CH:20][C:21]([F:24])=[CH:22][CH:23]=3)[CH2:16][CH2:17]2)=[O:11])=[C:2]([NH:28][C:27]2[CH:29]=[C:30]([F:33])[CH:31]=[CH:32][C:26]=2[Cl:25])[C:7]=1[CH3:8]. (8) The product is: [Cl:3][C:4]1[C:5]([NH:10][S:20]([C:13]2[C:14]3[C:15](=[N:16][CH:17]=[CH:18][CH:19]=3)[S:11][CH:12]=2)(=[O:22])=[O:21])=[N:6][O:7][C:8]=1[CH3:9]. Given the reactants [H-].[Na+].[Cl:3][C:4]1[C:5]([NH2:10])=[N:6][O:7][C:8]=1[CH3:9].[S:11]1[C:15]2=[N:16][CH:17]=[CH:18][CH:19]=[C:14]2[C:13]([S:20](Cl)(=[O:22])=[O:21])=[CH:12]1, predict the reaction product. (9) Given the reactants [N:1]1[C:6](=[O:7])[NH:5][C:4](=[O:8])[N:3]2[CH2:9][CH2:10][CH2:11][CH2:12][C:2]=12.[CH2:13]([CH:15]1[O:17][CH2:16]1)Br.[H-].[Na+], predict the reaction product. The product is: [O:17]1[CH2:16][CH:15]1[CH2:13][N:5]1[C:4](=[O:8])[N:3]2[CH2:9][CH2:10][CH2:11][CH2:12][C:2]2=[N:1][C:6]1=[O:7]. (10) Given the reactants [C:1]([C:3]1[CH:7]=[CH:6][S:5][C:4]=1[N:8]=[C:9]([O:14][CH2:15][CH2:16][CH3:17])OCCC)#[N:2].[NH2:18][CH2:19][CH2:20][CH3:21], predict the reaction product. The product is: [CH2:19]([N:18]1[C:1](=[NH:2])[C:3]2[CH:7]=[CH:6][S:5][C:4]=2[N:8]=[C:9]1[O:14][CH2:15][CH2:16][CH3:17])[CH2:20][CH3:21].